From a dataset of Catalyst prediction with 721,799 reactions and 888 catalyst types from USPTO. Predict which catalyst facilitates the given reaction. Reactant: [CH3:1][NH:2][C:3]1([C:8]#[N:9])[CH2:7][CH2:6]C[CH2:4]1.[O:10]1CCC(=O)C1. Product: [CH3:1][NH:2][C:3]1([C:8]#[N:9])[CH2:7][CH2:6][O:10][CH2:4]1.[CH3:1][NH2:2]. The catalyst class is: 1.